From a dataset of Catalyst prediction with 721,799 reactions and 888 catalyst types from USPTO. Predict which catalyst facilitates the given reaction. Reactant: [CH2:1]([O:3][C:4]1[C:5]([OH:12])=[C:6]([CH:9]=[CH:10][CH:11]=1)[CH:7]=O)[CH3:2].[CH2:13]([O:15][CH:16]([O:19][CH2:20][CH3:21])[CH2:17][NH2:18])[CH3:14].C([BH3-])#N.[Na+]. Product: [CH2:13]([O:15][CH:16]([O:19][CH2:20][CH3:21])[CH2:17][NH:18][CH2:7][C:6]1[CH:9]=[CH:10][CH:11]=[C:4]([O:3][CH2:1][CH3:2])[C:5]=1[OH:12])[CH3:14]. The catalyst class is: 130.